This data is from Full USPTO retrosynthesis dataset with 1.9M reactions from patents (1976-2016). The task is: Predict the reactants needed to synthesize the given product. (1) Given the product [CH3:1][O:2][C:3](=[O:13])[C:4]1[CH:9]=[C:8]([O:10][Si:24]([CH:28]([CH3:30])[CH3:29])([CH:25]([CH3:27])[CH3:26])[CH:21]([CH3:23])[CH3:22])[CH:7]=[C:6]([Cl:11])[C:5]=1[OH:12], predict the reactants needed to synthesize it. The reactants are: [CH3:1][O:2][C:3](=[O:13])[C:4]1[CH:9]=[C:8]([OH:10])[CH:7]=[C:6]([Cl:11])[C:5]=1[OH:12].C(N(CC)CC)C.[CH:21]([Si:24](Cl)([CH:28]([CH3:30])[CH3:29])[CH:25]([CH3:27])[CH3:26])([CH3:23])[CH3:22].O. (2) Given the product [Cl:1][C:2]1[CH:7]=[C:6]([Cl:8])[CH:5]=[CH:4][C:3]=1[C:9]1[N:10]=[C:11](/[CH:16]=[CH:17]/[C:18]2[CH:23]=[CH:22][C:21]([C:24]3[CH:25]=[CH:26][C:27]([O:30][CH2:32][CH2:33][CH2:34][C:35]4[NH:36][N:39]=[N:38][N:37]=4)=[CH:28][CH:29]=3)=[CH:20][CH:19]=2)[N:12]([CH2:14][CH3:15])[CH:13]=1, predict the reactants needed to synthesize it. The reactants are: [Cl:1][C:2]1[CH:7]=[C:6]([Cl:8])[CH:5]=[CH:4][C:3]=1[C:9]1[N:10]=[C:11](/[CH:16]=[CH:17]/[C:18]2[CH:23]=[CH:22][C:21]([C:24]3[CH:29]=[CH:28][C:27]([OH:30])=[CH:26][CH:25]=3)=[CH:20][CH:19]=2)[N:12]([CH2:14][CH3:15])[CH:13]=1.Br[CH2:32][CH2:33][CH2:34][C:35]#[N:36].[NH:37]1C=N[N:39]=[N:38]1. (3) Given the product [Br:1][C:2]1[CH:3]=[C:4]2[C:10]([C:11](=[O:13])[CH3:12])=[CH:9][N:8]([S:23]([C:20]3[CH:21]=[CH:22][C:17]([CH3:16])=[CH:18][CH:19]=3)(=[O:25])=[O:24])[C:5]2=[N:6][CH:7]=1, predict the reactants needed to synthesize it. The reactants are: [Br:1][C:2]1[CH:3]=[C:4]2[C:10]([C:11](=[O:13])[CH3:12])=[CH:9][NH:8][C:5]2=[N:6][CH:7]=1.[H-].[Na+].[CH3:16][C:17]1[CH:22]=[CH:21][C:20]([S:23](Cl)(=[O:25])=[O:24])=[CH:19][CH:18]=1. (4) Given the product [Si:1]([O:8][CH:9]([CH2:14][CH2:15][C@:16]1([CH3:29])[C@H:20]([CH:21]=[CH2:22])[O:19][C@H:18]([C:23]2[CH:24]=[CH:25][CH:26]=[CH:27][CH:28]=2)[O:17]1)[CH2:10][C:11]([O:13][C@@H:60]([C@@H:61]([CH3:64])[CH:62]=[CH2:63])/[C:59](/[CH3:66])=[CH:58]/[CH2:57][O:56][CH2:55][C:54]1[CH:67]=[CH:68][C:51]([O:50][CH3:49])=[CH:52][CH:53]=1)=[O:12])([C:4]([CH3:5])([CH3:6])[CH3:7])([CH3:3])[CH3:2], predict the reactants needed to synthesize it. The reactants are: [Si:1]([O:8][C@H:9]([CH2:14][CH2:15][C@:16]1([CH3:29])[C@H:20]([CH:21]=[CH2:22])[O:19][C@H:18]([C:23]2[CH:28]=[CH:27][CH:26]=[CH:25][CH:24]=2)[O:17]1)[CH2:10][C:11]([OH:13])=[O:12])([C:4]([CH3:7])([CH3:6])[CH3:5])([CH3:3])[CH3:2].C(N(CC)CC)C.ClC1C=C(Cl)C=C(Cl)C=1C(Cl)=O.[CH3:49][O:50][C:51]1[CH:68]=[CH:67][C:54]([CH2:55][O:56][CH2:57]/[CH:58]=[C:59](\[CH3:66])/[C@@H:60](O)[C@@H:61]([CH3:64])[CH:62]=[CH2:63])=[CH:53][CH:52]=1.Cl. (5) Given the product [CH:59]1([C:56]2[O:55][C:54]([CH:52]([OH:53])[C@@H:51]([NH:50][C:68]([C@@H:67]([NH:71][C:72]([N:74]3[CH2:79][CH2:78][O:77][CH2:76][CH2:75]3)=[O:73])[CH2:66][C:65]([F:83])([F:64])[CH2:80][CH2:81][CH3:82])=[O:69])[CH2:62][CH3:63])=[N:58][N:57]=2)[CH2:61][CH2:60]1, predict the reactants needed to synthesize it. The reactants are: C1CN([P+](ON2N=NC3C=CC=CC2=3)(N2CCCC2)N2CCCC2)CC1.F[P-](F)(F)(F)(F)F.C(N(C(C)C)CC)(C)C.FC(F)(F)C(O)=O.[NH2:50][CH:51]([CH2:62][CH3:63])[C@@H:52]([C:54]1[O:55][C:56]([CH:59]2[CH2:61][CH2:60]2)=[N:57][N:58]=1)[OH:53].[F:64][C:65]([F:83])([CH2:80][CH2:81][CH3:82])[CH2:66][C@H:67]([NH:71][C:72]([N:74]1[CH2:79][CH2:78][O:77][CH2:76][CH2:75]1)=[O:73])[C:68](O)=[O:69].